From a dataset of NCI-60 drug combinations with 297,098 pairs across 59 cell lines. Regression. Given two drug SMILES strings and cell line genomic features, predict the synergy score measuring deviation from expected non-interaction effect. (1) Drug 1: CN1C(=O)N2C=NC(=C2N=N1)C(=O)N. Drug 2: CN(CCCl)CCCl.Cl. Cell line: MDA-MB-231. Synergy scores: CSS=7.42, Synergy_ZIP=-5.25, Synergy_Bliss=-2.56, Synergy_Loewe=-11.1, Synergy_HSA=-2.59. (2) Drug 1: C1=NC(=NC(=O)N1C2C(C(C(O2)CO)O)O)N. Drug 2: CN(CC1=CN=C2C(=N1)C(=NC(=N2)N)N)C3=CC=C(C=C3)C(=O)NC(CCC(=O)O)C(=O)O. Cell line: SW-620. Synergy scores: CSS=30.4, Synergy_ZIP=2.36, Synergy_Bliss=-0.327, Synergy_Loewe=-45.3, Synergy_HSA=-2.52. (3) Drug 1: CC1CC2C3CCC4=CC(=O)C=CC4(C3(C(CC2(C1(C(=O)CO)O)C)O)F)C. Drug 2: C1=CC(=C(C=C1I)F)NC2=C(C=CC(=C2F)F)C(=O)NOCC(CO)O. Cell line: NCI-H460. Synergy scores: CSS=13.9, Synergy_ZIP=-4.43, Synergy_Bliss=-1.28, Synergy_Loewe=-6.58, Synergy_HSA=2.81. (4) Drug 1: C1=CC=C(C(=C1)C(C2=CC=C(C=C2)Cl)C(Cl)Cl)Cl. Drug 2: CC12CCC3C(C1CCC2OP(=O)(O)O)CCC4=C3C=CC(=C4)OC(=O)N(CCCl)CCCl.[Na+]. Cell line: HS 578T. Synergy scores: CSS=8.69, Synergy_ZIP=5.23, Synergy_Bliss=5.91, Synergy_Loewe=3.23, Synergy_HSA=3.07.